From a dataset of Drug-target binding data from BindingDB using IC50 measurements. Regression. Given a target protein amino acid sequence and a drug SMILES string, predict the binding affinity score between them. We predict pIC50 (pIC50 = -log10(IC50 in M); higher means more potent). Dataset: bindingdb_ic50. (1) The compound is COC1O[C@H](CNC(=O)c2cc([N+](=O)O)cc([N+](=O)O)c2)[C@@H](O)C(O)[C@@H]1O. The target protein sequence is MATQGVFTLPANTRFGVTAFANSSGTQTVNVLVNNETAATFSGQSTNNAVIGTQVLNSGSSGKVQVQVSVNGRPSDLVSAQVILTNELNFALVGSEDGTDNDYNDAVVVINWPLG. The pIC50 is 3.9. (2) The drug is CC(=O)N[C@@H](CCCCN)C(=O)N[C@@H](Cc1c[nH]c2ccccc12)C(=O)N[C@H]1CC(=O)NCCCC[C@@H](C(=O)N[C@@H](CCCN=C(N)N)C(N)=O)NC(=O)[C@H](Cc2cnc[nH]2)NC(=O)[C@H](CC(=O)O)NC(=O)[C@H](CCCN=C(N)N)NC1=O. The target protein (P15389) has sequence MANLLLPRGTSSFRRFTRESLAAIEKRMAEKQARGGSATSQESREGLQEEEAPRPQLDLQASKKLPDLYGNPPRELIGEPLEDLDPFYSTQKTFIVLNKGKTIFRFSATNALYVLSPFHPVRRAAVKILVHSLFSMLIMCTILTNCVFMAQHDPPPWTKYVEYTFTAIYTFESLVKILARGFCLHAFTFLRDPWNWLDFSVIVMAYTTEFVDLGNVSALRTFRVLRALKTISVISGLKTIVGALIQSVKKLADVMVLTVFCLSVFALIGLQLFMGNLRHKCVRNFTELNGTNGSVEADGLVWNSLDVYLNDPANYLLKNGTTDVLLCGNSSDAGTCPEGYRCLKAGENPDHGYTSFDSFAWAFLALFRLMTQDCWERLYQQTLRSAGKIYMIFFMLVIFLGSFYLVNLILAVVAMAYEEQNQATIAETEEKEKRFQEAMEMLKKEHEALTIRGVDTVSRSSLEMSPLAPVTNHERKSKRRKRLSSGTEDGGDDRLPKSDS.... The pIC50 is 3.6. (3) The small molecule is CC(C)C[C@H](NC(=O)CNC(=O)[C@H](C)NC(=O)[C@H](CC(C)C)NC(=O)[C@H](CCCNC(=N)N)NC(=O)[C@H](Cc1cnc[nH]1)NC(=O)[C@@H](NC(=O)[C@@H](N)C(C)C)[C@@H](C)O)C(=O)N[C@@H](CC(C)C)C(=O)N[C@@H](CO)C(=O)N[C@@H](CCCNC(=N)N)C(=O)N[C@@H](CO)C(=O)NCC(=O)NCC(=O)N[C@H](C(=O)N[C@H](C(=O)N[C@@H](CCCCN)C(=O)N[C@@H](CC(N)=O)C(=O)N[C@@H](CC(N)=O)C(=O)N[C@@H](Cc1ccccc1)C(=O)N[C@H](C(=O)N1CCC[C@H]1C(=O)N[C@H](C(=O)N[C@@H](CC(N)=O)C(=O)N[C@H](C(=O)NCC(=O)N[C@@H](CO)C(=O)N[C@@H](CCCCN)C(=O)N[C@@H](C)C(=O)N[C@@H](Cc1ccccc1)C(N)=O)C(C)C)[C@@H](C)O)C(C)C)C(C)C)C(C)C. The target protein (Q63118) has sequence MMDKKCTLCFLFLLLLNMALIAAESEEGANQTDLGVTRNKIMTAQYECYQKIMQDPIQQGEGLYCNRTWDGWLCWNDVAAGTESMQYCPDYFQDFDPSEKVTKICDQDGNWFRHPDSNRTWTNYTLCNNSTHEKVKTALNLFYLTIIGHGLSIASLIISLIIFFYFKSLSCQRITLHKNLFFSFVCNSIVTIIHLTAVANNQALVATNPVSCKVSQFIHLYLMGCNYFWMLCEGIYLHTLIVVAVFAEKQHLMWYYFLGWGFPLLPACIHAIARSLYYNDNCWISSDTHLLYIIHGPICAALLVNLFFLLNIVRVLITKLKVTHQAESNLYMKAVRATLILVPLLGIEFVLFPWRPEGKVAEEVYDYVMHILMHYQGLLVSTIFCFFNGEVQAILRRNWNQYKIQFGNGFSHSDALRSASYTVSTISDVQGYSHDCPTEHLNGKSIQDIENVALKPEKMYDLVM. The pIC50 is 9.2. (4) The small molecule is C=C(C)[C@H]1Cc2c(ccc3c2O[C@H]2COc4cc(OC)c(OC)cc4[C@]2(C)C3=O)O1. The target protein (P03905) has sequence MLKLIVPTIMLLPLTWLSKKHMIWINTTTHSLIISIIPLLFFNQINNNLFSCSPTFSSDPLTTPLLMLTTWLLPLTIMASQRHLSSEPLSRKKLYLSMLISLQISLIMTFTATELIMFYIFFETTLIPTLAIITRWGNQPERLNAGTYFLFYTLVGSLPLLIALIYTHNTLGSLNILLLTLTAQELSNSWANNLMWLAYTMAFMVKMPLYGLHLWLPKAHVEAPIAGSMVLAAVLLKLGGYGMMRLTLILNPLTKHMAYPFLVLSLWGMIMTSSICLRQTDLKSLIAYSSISHMALVVTAILIQTPWSFTGAVILMIAHGLTSSLLFCLANSNYERTHSRIMILSQGLQTLLPLMAFWWLLASLANLALPPTINLLGELSVLVTTFSWSNITLLLTGLNMLVTALYSLYMFTTTQWGSLTHHINNMKPSFTRENTLMFMHLSPILLLSLNPDIITGFSS. The pIC50 is 6.4. (5) The target protein (P09681) has sequence MVATKTFALLLLSLFLAVGLGEKKEGHFSALPSLPVGSHAKVSSPQPRGPRYAEGTFISDYSIAMDKIHQQDFVNWLLAQKGKKNDWKHNITQREARALELASQANRKEEEAVEPQSSPAKNPSDEDLLRDLLIQELLACLLDQTNLCRLRSR. The pIC50 is 6.0. The drug is Cn1c(N(Cc2ccc(C(=O)Nc3nnn[nH]3)cc2)[C@H]2CC[C@H](C(C)(C)C)CC2)nc2cc(OCC3CCCC3)ccc21. (6) The compound is CCN1C(=O)c2nc(-c3ccc(C(=O)N4[C@@H](C)CCC[C@H]4C)nc3)n(Cc3ccc(F)c(F)c3)c2N2C[C@@H](C(C)C)N=C12. The target protein (Q99572) has sequence MPACCSCSDVFQYETNKVTRIQSMNYGTIKWFFHVIIFSYVCFALVSDKLYQRKEPVISSVHTKVKGIAEVKEEIVENGVKKLVHSVFDTADYTFPLQGNSFFVMTNFLKTEGQEQRLCPEYPTRRTLCSSDRGCKKGWMDPQSKGIQTGRCVVYEGNQKTCEVSAWCPIEAVEEAPRPALLNSAENFTVLIKNNIDFPGHNYTTRNILPGLNITCTFHKTQNPQCPIFRLGDIFRETGDNFSDVAIQGGIMGIEIYWDCNLDRWFHHCRPKYSFRRLDDKTTNVSLYPGYNFRYAKYYKENNVEKRTLIKVFGIRFDILVFGTGGKFDIIQLVVYIGSTLSYFGLAAVFIDFLIDTYSSNCCRSHIYPWCKCCQPCVVNEYYYRKKCESIVEPKPTLKYVSFVDESHIRMVNQQLLGRSLQDVKGQEVPRPAMDFTDLSRLPLALHDTPPIPGQPEEIQLLRKEATPRSRDSPVWCQCGSCLPSQLPESHRCLEELCCR.... The pIC50 is 7.4.